Task: Predict which catalyst facilitates the given reaction.. Dataset: Catalyst prediction with 721,799 reactions and 888 catalyst types from USPTO (1) Reactant: [CH:1]1([N:6]2[C:14]3[CH:13]=[CH:12][N:11]=[C:10]([O:15]C)[C:9]=3[C:8]([C:17]3[CH:18]=[C:19]([C:22]([NH:24][CH3:25])=[O:23])[S:20][CH:21]=3)=[N:7]2)[CH2:5][CH2:4][CH2:3][CH2:2]1.[I-].[Na+].Cl[Si](C)(C)C.O. Product: [CH:1]1([N:6]2[C:14]3[CH:13]=[CH:12][NH:11][C:10](=[O:15])[C:9]=3[C:8]([C:17]3[CH:18]=[C:19]([C:22]([NH:24][CH3:25])=[O:23])[S:20][CH:21]=3)=[N:7]2)[CH2:2][CH2:3][CH2:4][CH2:5]1. The catalyst class is: 10. (2) Reactant: [C:1]1([NH2:8])[C:2]([NH2:7])=[CH:3][CH:4]=[CH:5][CH:6]=1.Cl.[N:10]1[CH:15]=[CH:14][C:13]([CH2:16][C:17](O)=O)=[CH:12][CH:11]=1.C(=O)([O-])[O-].[Na+].[Na+]. Product: [N:10]1[CH:15]=[CH:14][C:13]([CH2:16][C:17]2[NH:8][C:1]3[CH:6]=[CH:5][CH:4]=[CH:3][C:2]=3[N:7]=2)=[CH:12][CH:11]=1. The catalyst class is: 601. (3) Reactant: CCN(S(F)(F)[F:7])CC.[C:10]([O:14][C:15]([N:17]1[CH2:22][CH2:21][C:20](O)([C:23]2[C:28]([Cl:29])=[CH:27][CH:26]=[CH:25][N:24]=2)[CH2:19][CH2:18]1)=[O:16])([CH3:13])([CH3:12])[CH3:11].C(=O)([O-])O.[Na+]. Product: [C:10]([O:14][C:15]([N:17]1[CH2:22][CH2:21][C:20]([F:7])([C:23]2[C:28]([Cl:29])=[CH:27][CH:26]=[CH:25][N:24]=2)[CH2:19][CH2:18]1)=[O:16])([CH3:13])([CH3:12])[CH3:11]. The catalyst class is: 2. (4) Reactant: [CH2:1]([N:3]([CH:27]1[CH2:32][CH2:31][NH:30][CH2:29][CH2:28]1)[C:4]1[C:19]2[CH2:18][CH:17]=[CH:16][CH2:15][CH2:14][C:13]3[CH:20]=[C:21]([CH3:25])[NH:22][C:23](=[O:24])[C:12]=3[CH2:11][NH:10][C:9](=[O:26])[C:8]=2[CH:7]=[CH:6][CH:5]=1)[CH3:2].[BH3-]C#N.[Na+].[CH3:37][C:38]([CH3:40])=O.CC(O)=O. Product: [CH2:1]([N:3]([CH:27]1[CH2:32][CH2:31][N:30]([CH:38]([CH3:40])[CH3:37])[CH2:29][CH2:28]1)[C:4]1[C:19]2[CH2:18][CH:17]=[CH:16][CH2:15][CH2:14][C:13]3[CH:20]=[C:21]([CH3:25])[NH:22][C:23](=[O:24])[C:12]=3[CH2:11][NH:10][C:9](=[O:26])[C:8]=2[CH:7]=[CH:6][CH:5]=1)[CH3:2]. The catalyst class is: 5. (5) Reactant: [C:1]([C:3]1[CH:4]=[CH:5][C:6]([F:39])=[C:7]([CH:38]=1)[CH2:8][N:9]([C:31]1[CH:36]=[CH:35][C:34]([OH:37])=[CH:33][CH:32]=1)[CH:10]1[CH2:15][CH2:14][N:13]([C@H:16]([CH3:30])[CH2:17][CH2:18][NH:19][C:20]([C:22]2[C:23]([CH3:29])=[N:24][CH:25]=[N:26][C:27]=2[CH3:28])=[O:21])[CH2:12][CH2:11]1)#[N:2].Br[CH2:41][C:42]([O:44][CH3:45])=[O:43].C([O-])([O-])=O.[K+].[K+]. Product: [CH3:45][O:44][C:42](=[O:43])[CH2:41][O:37][C:34]1[CH:33]=[CH:32][C:31]([N:9]([CH2:8][C:7]2[CH:38]=[C:3]([C:1]#[N:2])[CH:4]=[CH:5][C:6]=2[F:39])[CH:10]2[CH2:11][CH2:12][N:13]([C@H:16]([CH3:30])[CH2:17][CH2:18][NH:19][C:20]([C:22]3[C:27]([CH3:28])=[N:26][CH:25]=[N:24][C:23]=3[CH3:29])=[O:21])[CH2:14][CH2:15]2)=[CH:36][CH:35]=1. The catalyst class is: 3.